From a dataset of Full USPTO retrosynthesis dataset with 1.9M reactions from patents (1976-2016). Predict the reactants needed to synthesize the given product. (1) Given the product [N+:11]([C:8]1[CH:9]=[CH:10][C:5]([CH2:4][C:3]2[NH:14][CH:17]=[C:16]([C:15]([O:19][CH3:20])=[O:18])[N:2]=2)=[CH:6][CH:7]=1)([O-:13])=[O:12], predict the reactants needed to synthesize it. The reactants are: O[NH:2][C:3](=[NH:14])[CH2:4][C:5]1[CH:10]=[CH:9][C:8]([N+:11]([O-:13])=[O:12])=[CH:7][CH:6]=1.[C:15]([O:19][CH3:20])(=[O:18])[C:16]#[CH:17]. (2) Given the product [F:10][C:3]1[CH:4]=[C:5]([CH2:6][OH:7])[CH:8]=[CH:9][C:2]=1[C:12]#[N:13], predict the reactants needed to synthesize it. The reactants are: Br[C:2]1[CH:9]=[CH:8][C:5]([CH2:6][OH:7])=[CH:4][C:3]=1[F:10].O.[CH3:12][N:13](C=O)C. (3) Given the product [CH3:6][O:7][C:8](=[O:20])[C:9]1[CH:10]=[C:11]([N:2]([CH3:1])[CH2:3][CH2:4][CH3:5])[N:12]=[C:13]([S:15]([CH3:18])(=[O:17])=[O:16])[CH:14]=1, predict the reactants needed to synthesize it. The reactants are: [CH3:1][NH:2][CH2:3][CH2:4][CH3:5].[CH3:6][O:7][C:8](=[O:20])[C:9]1[CH:14]=[C:13]([S:15]([CH3:18])(=[O:17])=[O:16])[N:12]=[C:11](Cl)[CH:10]=1.C1(P(C2C=CC=CC=2)C2C=CC3C(=CC=CC=3)C=2C2C3C(=CC=CC=3)C=CC=2P(C2C=CC=CC=2)C2C=CC=CC=2)C=CC=CC=1.C(=O)([O-])[O-].[Cs+].[Cs+]. (4) The reactants are: [N+:1]([O-:4])(O)=[O:2].[F:5][C:6]([F:20])([O:12][C:13]1[CH:18]=[CH:17][CH:16]=[C:15]([F:19])[CH:14]=1)[C:7]([N:9]([CH3:11])[CH3:10])=[O:8]. Given the product [F:20][C:6]([F:5])([O:12][C:13]1[CH:14]=[C:15]([F:19])[C:16]([N+:1]([O-:4])=[O:2])=[CH:17][CH:18]=1)[C:7]([N:9]([CH3:11])[CH3:10])=[O:8], predict the reactants needed to synthesize it. (5) Given the product [C:4]([C:6]1[CH:30]=[CH:29][C:9]([O:10][C:11]2[CH:12]=[CH:13][C:14]([C:17]3[N:22]=[C:21]([C:23]([NH2:1])=[O:25])[CH:20]=[C:19]([CH:27]=[CH2:28])[N:18]=3)=[CH:15][CH:16]=2)=[CH:8][C:7]=1[C:31]([F:33])([F:34])[F:32])#[N:5], predict the reactants needed to synthesize it. The reactants are: [NH3:1].CO.[C:4]([C:6]1[CH:30]=[CH:29][C:9]([O:10][C:11]2[CH:16]=[CH:15][C:14]([C:17]3[N:22]=[C:21]([C:23]([O:25]C)=O)[CH:20]=[C:19]([CH:27]=[CH2:28])[N:18]=3)=[CH:13][CH:12]=2)=[CH:8][C:7]=1[C:31]([F:34])([F:33])[F:32])#[N:5]. (6) Given the product [CH3:23][C:17]1[CH:18]=[C:19]([CH3:22])[CH:20]=[CH:21][C:16]=1[N:13]1[CH2:14][CH2:15][N:10]([C:8]([C:5]2[CH:6]=[CH:7][C:2]([N:1]3[CH2:31][CH2:32][CH2:33][S:34]3(=[O:36])=[O:35])=[CH:3][C:4]=2[N:24]2[CH2:25][CH2:26][O:27][CH2:28][CH2:29]2)=[O:9])[CH2:11][CH2:12]1, predict the reactants needed to synthesize it. The reactants are: [NH2:1][C:2]1[CH:7]=[CH:6][C:5]([C:8]([N:10]2[CH2:15][CH2:14][N:13]([C:16]3[CH:21]=[CH:20][C:19]([CH3:22])=[CH:18][C:17]=3[CH3:23])[CH2:12][CH2:11]2)=[O:9])=[C:4]([N:24]2[CH2:29][CH2:28][O:27][CH2:26][CH2:25]2)[CH:3]=1.Cl[CH2:31][CH2:32][CH2:33][S:34](Cl)(=[O:36])=[O:35]. (7) Given the product [N+:8]([C:5]1[CH:6]=[CH:7][C:2]([NH:12][CH2:13][CH2:14][NH:15][CH2:16][CH2:17][OH:18])=[CH:3][C:4]=1[CH3:11])([O-:10])=[O:9], predict the reactants needed to synthesize it. The reactants are: F[C:2]1[CH:7]=[CH:6][C:5]([N+:8]([O-:10])=[O:9])=[C:4]([CH3:11])[CH:3]=1.[NH2:12][CH2:13][CH2:14][NH:15][CH2:16][CH2:17][OH:18].C([O-])([O-])=O.[K+].[K+].CN1CCCC1=O. (8) The reactants are: [CH3:1][C:2]1[S:12][C:5]2[N:6]=[C:7]([CH3:11])[CH:8]=[C:9]([NH2:10])[C:4]=2[C:3]=1[C:13]1[CH:18]=[CH:17][CH:16]=[C:15]([O:19][CH3:20])[CH:14]=1.[Li+].C[Si]([N-][Si](C)(C)C)(C)C.[Br:31][C:32]1[CH:37]=[CH:36][C:35]([S:38](Cl)(=[O:40])=[O:39])=[CH:34][CH:33]=1. Given the product [Br:31][C:32]1[CH:37]=[CH:36][C:35]([S:38]([NH:10][C:9]2[CH:8]=[C:7]([CH3:11])[N:6]=[C:5]3[S:12][C:2]([CH3:1])=[C:3]([C:13]4[CH:18]=[CH:17][CH:16]=[C:15]([O:19][CH3:20])[CH:14]=4)[C:4]=23)(=[O:40])=[O:39])=[CH:34][CH:33]=1, predict the reactants needed to synthesize it. (9) Given the product [Br:14][C:15]1[CH:23]=[CH:22][C:18]([C:19]([C:9]2[C:8]3[CH:10]=[CH:11][CH:12]=[CH:13][C:7]=3[O:6][C:5]=2[CH2:1][CH2:2][CH2:3][CH3:4])=[O:20])=[CH:17][CH:16]=1, predict the reactants needed to synthesize it. The reactants are: [CH2:1]([C:5]1[O:6][C:7]2[CH:13]=[CH:12][CH:11]=[CH:10][C:8]=2[CH:9]=1)[CH2:2][CH2:3][CH3:4].[Br:14][C:15]1[CH:23]=[CH:22][C:18]([C:19](Cl)=[O:20])=[CH:17][CH:16]=1.[Al+3].[Cl-].[Cl-].[Cl-]. (10) Given the product [ClH:30].[ClH:30].[NH2:1][C:4]1[CH:9]=[CH:8][C:7]([NH:10][CH2:11][CH2:12][CH2:13][CH2:14][CH2:15][OH:16])=[C:6]([CH3:17])[CH:5]=1, predict the reactants needed to synthesize it. The reactants are: [N+:1]([C:4]1[CH:9]=[CH:8][C:7]([NH:10][CH2:11][CH2:12][CH2:13][CH2:14][CH2:15][OH:16])=[C:6]([CH3:17])[CH:5]=1)([O-])=O.C1(N)C(F)=C(F)C(F)=C(N)C=1F.[ClH:30].Cl.